Predict the reactants needed to synthesize the given product. From a dataset of Full USPTO retrosynthesis dataset with 1.9M reactions from patents (1976-2016). (1) Given the product [C:12](/[C:14](/[CH2:15][CH2:16][CH2:17][CH2:18][CH3:19])=[CH:7]/[C:6]1[CH:9]=[CH:10][C:3]([C:1]#[N:2])=[CH:4][CH:5]=1)(=[O:11])[CH3:13], predict the reactants needed to synthesize it. The reactants are: [C:1]([C:3]1[CH:10]=[CH:9][C:6]([CH:7]=O)=[CH:5][CH:4]=1)#[N:2].[O:11]=[C:12]([CH:14](P(=O)(OCC)OCC)[CH2:15][CH2:16][CH2:17][CH2:18][CH3:19])[CH3:13]. (2) Given the product [CH2:21]([O:20][C:18]([NH:1][C@@H:2]([CH2:15][CH2:16][CH3:17])[C:3]([O:9][CH2:10][CH3:11])([O:12][CH2:13][CH3:14])[C:4]([O:6][CH2:7][CH3:8])=[O:5])=[O:19])[C:22]1[CH:27]=[CH:26][CH:25]=[CH:24][CH:23]=1, predict the reactants needed to synthesize it. The reactants are: [NH2:1][C@@H:2]([CH2:15][CH2:16][CH3:17])[C:3]([O:12][CH2:13][CH3:14])([O:9][CH2:10][CH3:11])[C:4]([O:6][CH2:7][CH3:8])=[O:5].[C:18](Cl)([O:20][CH2:21][C:22]1[CH:27]=[CH:26][CH:25]=[CH:24][CH:23]=1)=[O:19].O. (3) Given the product [C:27]1([CH:20]([C:21]2[CH:22]=[CH:23][CH:24]=[CH:25][CH:26]=2)[N:14]2[CH:15]=[CH:16][C:17]([O:18][CH3:19])=[C:12]([C:10]([NH:9][C@@H:5]([CH2:4][CH2:3][CH2:2][NH:1][C:42](=[NH:47])[CH3:43])[C:6]([OH:8])=[O:7])=[O:11])[C:13]2=[O:33])[CH:28]=[CH:29][CH:30]=[CH:31][CH:32]=1.[C:34]([OH:40])([C:36]([F:39])([F:38])[F:37])=[O:35], predict the reactants needed to synthesize it. The reactants are: [NH2:1][CH2:2][CH2:3][CH2:4][C@H:5]([NH:9][C:10]([C:12]1[C:13](=[O:33])[N:14]([CH:20]([C:27]2[CH:32]=[CH:31][CH:30]=[CH:29][CH:28]=2)[C:21]2[CH:26]=[CH:25][CH:24]=[CH:23][CH:22]=2)[CH:15]=[CH:16][C:17]=1[O:18][CH3:19])=[O:11])[C:6]([OH:8])=[O:7].[C:34]([OH:40])([C:36]([F:39])([F:38])[F:37])=[O:35].Cl.[C:42](=[NH:47])(OCC)[CH3:43].CCN(CC)CC. (4) Given the product [CH3:18][C:14]1([OH:17])[CH2:15][CH2:16][N:11]([CH2:10]/[CH:9]=[CH:8]/[C:5]2[CH:6]=[CH:7][C:2]([C:20]#[C:19][C:21]3[CH:26]=[CH:25][C:24]([C:27]4[CH2:32][CH2:31][CH:30]([CH3:33])[CH2:29][CH:28]=4)=[CH:23][N:22]=3)=[CH:3][CH:4]=2)[CH2:12][CH2:13]1, predict the reactants needed to synthesize it. The reactants are: I[C:2]1[CH:7]=[CH:6][C:5](/[CH:8]=[CH:9]/[CH2:10][N:11]2[CH2:16][CH2:15][C:14]([CH3:18])([OH:17])[CH2:13][CH2:12]2)=[CH:4][CH:3]=1.[C:19]([C:21]1[CH:26]=[CH:25][C:24]([C:27]2[CH2:32][CH2:31][CH:30]([CH3:33])[CH2:29][CH:28]=2)=[CH:23][N:22]=1)#[CH:20]. (5) Given the product [CH2:1]([N:8]1[C:16]2[C:11](=[CH:12][C:13]([C:17]([OH:19])=[O:18])=[CH:14][CH:15]=2)[C:10]([CH3:21])=[N:9]1)[C:2]1[CH:3]=[CH:4][CH:5]=[CH:6][CH:7]=1, predict the reactants needed to synthesize it. The reactants are: [CH2:1]([N:8]1[C:16]2[C:11](=[CH:12][C:13]([C:17]([O:19]C)=[O:18])=[CH:14][CH:15]=2)[C:10]([CH3:21])=[N:9]1)[C:2]1[CH:7]=[CH:6][CH:5]=[CH:4][CH:3]=1.[OH-].[Li+].O.Cl. (6) Given the product [CH3:62][C:61]([CH3:63])([CH3:64])[C@H:60]([NH:65][C:66](=[O:78])[C@@H:67]([NH:69][CH3:70])[CH3:68])[C:59]([N:55]1[C@H:54]([C:80](=[O:92])[NH:81][C@H:82]2[C:91]3[C:86](=[CH:87][CH:88]=[CH:89][CH:90]=3)[CH2:85][CH2:84][CH2:83]2)[CH2:53][C:52]2[C:57](=[CH:58][C:49]([NH:48][C:38](=[O:39])[CH2:37][CH2:36][C:35]([NH:34][C@H:18]3[CH2:19][C@@H:20]([C:21](=[O:33])[NH:22][C@H:23]4[C:32]5[C:27](=[CH:28][CH:29]=[CH:30][CH:31]=5)[CH2:26][CH2:25][CH2:24]4)[N:16]([C:14](=[O:15])[C@@H:13]([NH:12][C:10](=[O:11])[C@@H:106]([NH:107][CH3:102])[CH3:105])[C:42]([CH3:43])([CH3:45])[CH3:44])[CH2:17]3)=[O:41])=[CH:50][CH:51]=2)[CH2:56]1)=[O:79], predict the reactants needed to synthesize it. The reactants are: C(OC(N(C)[C@@H](C)[C:10]([NH:12][C@@H:13]([C:42]([CH3:45])([CH3:44])[CH3:43])[C:14]([N:16]1[C@H:20]([C:21](=[O:33])[NH:22][C@H:23]2[C:32]3[C:27](=[CH:28][CH:29]=[CH:30][CH:31]=3)[CH2:26][CH2:25][CH2:24]2)[CH2:19][C@H:18]([NH:34][C:35](=[O:41])[CH2:36][CH2:37][C:38](O)=[O:39])[CH2:17]1)=[O:15])=[O:11])=O)(C)(C)C.[NH2:48][C:49]1[CH:58]=[C:57]2[C:52]([CH2:53][C@@H:54]([C:80](=[O:92])[NH:81][C@H:82]3[C:91]4[C:86](=[CH:87][CH:88]=[CH:89][CH:90]=4)[CH2:85][CH2:84][CH2:83]3)[N:55]([C:59](=[O:79])[C@@H:60]([NH:65][C:66](=[O:78])[C@@H:67]([N:69](C)[C:70](=O)OC(C)(C)C)[CH3:68])[C:61]([CH3:64])([CH3:63])[CH3:62])[CH2:56]2)=[CH:51][CH:50]=1.CN(C(ON1N=NC2C=[CH:105][CH:106]=[N:107][C:102]1=2)=[N+](C)C)C.F[P-](F)(F)(F)(F)F.C(N(C(C)C)C(C)C)C.C([O-])(O)=O.[Na+].C(O)(C(F)(F)F)=O. (7) Given the product [C:48]([C:8]1([OH:10])[CH2:9][C:6]([NH:5][C:3](=[O:4])[C:2]([F:42])([F:1])[F:43])([C:11]2[CH:12]=[CH:13][C:14]([C:17]3[C:26]([C:27]4[CH:28]=[CH:29][CH:30]=[CH:31][CH:32]=4)=[CH:25][C:24]4[C:23]5=[N:33][N:34]=[C:35]([C:36]6[N:41]=[CH:40][CH:39]=[CH:38][N:37]=6)[N:22]5[CH:21]=[CH:20][C:19]=4[N:18]=3)=[CH:15][CH:16]=2)[CH2:7]1)#[N:49], predict the reactants needed to synthesize it. The reactants are: [F:1][C:2]([F:43])([F:42])[C:3]([NH:5][C:6]1([C:11]2[CH:16]=[CH:15][C:14]([C:17]3[C:26]([C:27]4[CH:32]=[CH:31][CH:30]=[CH:29][CH:28]=4)=[CH:25][C:24]4[C:23]5=[N:33][N:34]=[C:35]([C:36]6[N:41]=[CH:40][CH:39]=[CH:38][N:37]=6)[N:22]5[CH:21]=[CH:20][C:19]=4[N:18]=3)=[CH:13][CH:12]=2)[CH2:9][C:8](=[O:10])[CH2:7]1)=[O:4].C[Si]([C:48]#[N:49])(C)C.O. (8) Given the product [Cl:1][C:2]1[CH:7]=[C:6]2[NH:8][C:9](=[O:32])[C:10]3([CH:15]([C:16]4[CH:21]=[C:20]([F:22])[CH:19]=[CH:18][C:17]=4[CH3:23])[CH2:14][C:13](=[O:24])[N:12]([CH2:46][CH2:45][CH2:44][Cl:43])[CH:11]3[C:25]3[CH:30]=[CH:29][CH:28]=[C:27]([Cl:31])[CH:26]=3)[C:5]2=[CH:4][CH:3]=1.[CH3:33][O:34][CH:35]([Si:37]([CH3:40])([CH3:39])[CH3:38])[CH3:36], predict the reactants needed to synthesize it. The reactants are: [Cl:1][C:2]1[CH:7]=[C:6]2[NH:8][C:9](=[O:32])[C:10]3([CH:15]([C:16]4[CH:21]=[C:20]([F:22])[CH:19]=[CH:18][C:17]=4[CH3:23])[CH2:14][C:13](=[O:24])[NH:12][CH:11]3[C:25]3[CH:30]=[CH:29][CH:28]=[C:27]([Cl:31])[CH:26]=3)[C:5]2=[CH:4][CH:3]=1.[CH3:33][O:34][CH:35]([Si:37]([CH3:40])([CH3:39])[CH3:38])[CH3:36].[H-].[Li+].[Cl:43][CH2:44][CH2:45][CH2:46]Br.O.